This data is from Catalyst prediction with 721,799 reactions and 888 catalyst types from USPTO. The task is: Predict which catalyst facilitates the given reaction. (1) Product: [CH2:1]([O:8][C:9]1[CH:14]=[CH:13][C:12]([CH:15]=[O:20])=[C:11]([N+:16]([O-:18])=[O:17])[CH:10]=1)[C:2]1[CH:3]=[CH:4][CH:5]=[CH:6][CH:7]=1. Reactant: [CH2:1]([O:8][C:9]1[CH:14]=[CH:13][C:12]([CH3:15])=[C:11]([N+:16]([O-:18])=[O:17])[CH:10]=1)[C:2]1[CH:7]=[CH:6][CH:5]=[CH:4][CH:3]=1.C(N(C)C)(OC)[O:20]C. The catalyst class is: 3. (2) Reactant: [F:1][C:2]1[CH:3]=[CH:4][C:5]([O:36][CH3:37])=[C:6]([C:8]2[CH:13]=[CH:12][N:11]=[C:10]3[N:14](S(C4C=CC(C)=CC=4)(=O)=O)[C:15]([C:17]4(O)[CH2:22][CH2:21][S:20](=[O:24])(=[O:23])[CH2:19][CH2:18]4)=[CH:16][C:9]=23)[CH:7]=1.[OH-].[Na+].O. Product: [O:24]=[S:20]1(=[O:23])[CH2:19][CH:18]=[C:17]([C:15]2[NH:14][C:10]3=[N:11][CH:12]=[CH:13][C:8]([C:6]4[CH:7]=[C:2]([F:1])[CH:3]=[CH:4][C:5]=4[O:36][CH3:37])=[C:9]3[CH:16]=2)[CH2:22][CH2:21]1. The catalyst class is: 155. (3) Reactant: Cl[C:2]1[CH:7]=[CH:6][CH:5]=[CH:4][N:3]=1.[CH3:8][C:9]1[CH:19]=[CH:18][C:12]([CH:13]([OH:17])[C:14]([OH:16])=[O:15])=[CH:11][CH:10]=1.CC([O-])(C)C.[K+].O. Product: [CH3:8][C:9]1[CH:10]=[CH:11][C:12]([CH:13]([C:14]([OH:16])=[O:15])[O:17][C:2]2[CH:7]=[CH:6][CH:5]=[CH:4][N:3]=2)=[CH:18][CH:19]=1. The catalyst class is: 12.